This data is from Full USPTO retrosynthesis dataset with 1.9M reactions from patents (1976-2016). The task is: Predict the reactants needed to synthesize the given product. (1) The reactants are: [F:1][C:2]1[CH:3]=[C:4]([CH:34]=[C:35]([F:37])[CH:36]=1)[CH2:5][C@H:6]1[C@@H:10]([C@H:11]2[CH2:15][C@@H:14]([O:16]CC=C)[CH2:13][N:12]2[CH:20]([C:27]2[CH:32]=[CH:31][CH:30]=[CH:29][CH:28]=2)[C:21]2[CH:26]=[CH:25][CH:24]=[CH:23][CH:22]=2)[O:9][C:8](=[O:33])[NH:7]1.C(O[C@H]1C[C@H]([C@H]2OC(=O)N[C@H]2CC2C=C(F)C=C(F)C=2)N(C(C2C=CC=CC=2)C2C=CC=CC=2)C1)(=O)C.C1(P(C2C=CC=CC=2)C2C=CC=CC=2)C=CC=CC=1.CCOC(/N=N/C(OCC)=O)=O.FC1C=C(C=C(F)C=1)C[C@H]1[C@@H]([C@H]2C[C@@H](O)CN2C(C2C=CC=CC=2)C2C=CC=CC=2)OC(=O)N1.C(O)(=O)C. Given the product [F:37][C:35]1[CH:34]=[C:4]([CH:3]=[C:2]([F:1])[CH:36]=1)[CH2:5][C@H:6]1[C@@H:10]([C@H:11]2[CH2:15][C@H:14]([OH:16])[CH2:13][N:12]2[CH:20]([C:21]2[CH:22]=[CH:23][CH:24]=[CH:25][CH:26]=2)[C:27]2[CH:32]=[CH:31][CH:30]=[CH:29][CH:28]=2)[O:9][C:8](=[O:33])[NH:7]1, predict the reactants needed to synthesize it. (2) Given the product [Cl:17][C:2]1[N:3]=[C:4]2[NH:12][C:11]([CH3:14])([CH3:13])[CH2:10][CH2:9][N:5]2[C:6](=[O:8])[CH:7]=1, predict the reactants needed to synthesize it. The reactants are: O[C:2]1[N:3]=[C:4]2[NH:12][C:11]([CH3:14])([CH3:13])[CH2:10][CH2:9][N:5]2[C:6](=[O:8])[CH:7]=1.O=P(Cl)(Cl)[Cl:17]. (3) The reactants are: Cl[C:2]1[N:7]=[N:6][C:5]([N:8]2[CH2:13][CH2:12][NH:11][C@@H:10]([CH3:14])[CH2:9]2)=[C:4]2[CH:15]=[N:16][CH:17]=[CH:18][C:3]=12.[F:19][C:20]([F:31])([F:30])[C:21]1[CH:26]=[CH:25][C:24](B(O)O)=[CH:23][CH:22]=1.C(=O)([O-])[O-].[Na+].[Na+].C1(C)C=CC=CC=1. Given the product [CH3:14][C@@H:10]1[NH:11][CH2:12][CH2:13][N:8]([C:5]2[N:6]=[N:7][C:2]([C:24]3[CH:25]=[CH:26][C:21]([C:20]([F:31])([F:30])[F:19])=[CH:22][CH:23]=3)=[C:3]3[CH:18]=[CH:17][N:16]=[CH:15][C:4]=23)[CH2:9]1, predict the reactants needed to synthesize it. (4) The reactants are: Br[C:2]1[N:7]=[CH:6][C:5]2[N:8]=[C:9]([CH3:17])[N:10]([CH:11]([CH3:16])[C:12]([F:15])([F:14])[F:13])[C:4]=2[CH:3]=1.[Cl:18][C:19]1[N:24]=[C:23]([NH2:25])[CH:22]=[CH:21][N:20]=1.C1(P(C2C=CC=CC=2)C2C3OC4C(=CC=CC=4P(C4C=CC=CC=4)C4C=CC=CC=4)C(C)(C)C=3C=CC=2)C=CC=CC=1.C(=O)([O-])[O-].[Cs+].[Cs+]. Given the product [Cl:18][C:19]1[N:24]=[C:23]([NH:25][C:2]2[N:7]=[CH:6][C:5]3[N:8]=[C:9]([CH3:17])[N:10]([CH:11]([CH3:16])[C:12]([F:15])([F:14])[F:13])[C:4]=3[CH:3]=2)[CH:22]=[CH:21][N:20]=1, predict the reactants needed to synthesize it. (5) Given the product [CH3:1][O:2][C:3](=[O:14])[CH2:4][CH:5]1[CH2:10][CH2:9][CH:8]([CH2:11][O:12][CH3:13])[CH2:7][CH2:6]1, predict the reactants needed to synthesize it. The reactants are: [CH3:1][O:2][C:3](=[O:14])[CH:4]=[C:5]1[CH2:10][CH2:9][CH:8]([CH2:11][O:12][CH3:13])[CH2:7][CH2:6]1. (6) Given the product [CH3:20][N:18]1[CH:19]=[C:15]([N:14]2[C:5]3[C:4]4[CH:3]=[C:2]([C:32]5[CH:33]=[C:28]6[N:27]=[C:26]([O:25][CH3:24])[N:43]([CH3:44])[C:29]6=[N:30][CH:31]=5)[CH:11]=[CH:10][C:9]=4[N:8]=[CH:7][C:6]=3[N:12]([CH3:23])[C:13]2=[O:22])[C:16]([CH3:21])=[N:17]1, predict the reactants needed to synthesize it. The reactants are: Br[C:2]1[CH:11]=[CH:10][C:9]2[N:8]=[CH:7][C:6]3[N:12]([CH3:23])[C:13](=[O:22])[N:14]([C:15]4[C:16]([CH3:21])=[N:17][N:18]([CH3:20])[CH:19]=4)[C:5]=3[C:4]=2[CH:3]=1.[CH3:24][O:25][C:26]1[N:43]([CH3:44])[C:29]2=[N:30][CH:31]=[C:32](B3OC(C)(C)C(C)(C)O3)[CH:33]=[C:28]2[N:27]=1.